This data is from Forward reaction prediction with 1.9M reactions from USPTO patents (1976-2016). The task is: Predict the product of the given reaction. (1) Given the reactants [Cl:1][C:2]1[CH:10]=[C:9]2[C:5]([CH2:6][C:7](=[O:11])[NH:8]2)=[CH:4][CH:3]=1.[Cl:12][C:13]1[C:14]([F:23])=[CH:15][C:16]([O:21][CH3:22])=[C:17]([CH:20]=1)[CH:18]=O.N1CCCC1, predict the reaction product. The product is: [Cl:1][C:2]1[CH:10]=[C:9]2[C:5](/[C:6](=[CH:18]/[C:17]3[CH:20]=[C:13]([Cl:12])[C:14]([F:23])=[CH:15][C:16]=3[O:21][CH3:22])/[C:7](=[O:11])[NH:8]2)=[CH:4][CH:3]=1. (2) Given the reactants [CH3:1][N:2]1[CH2:27][CH2:26][C:5]2[N:6]([CH2:14][C:15]([C:18]3[CH:23]=[CH:22][C:21]([O:24]C)=[CH:20][CH:19]=3)(O)[CH3:16])[C:7]3[CH:8]=[CH:9][C:10]([CH3:13])=[CH:11][C:12]=3[C:4]=2[CH2:3]1.C([O-])(O)=O.[Na+], predict the reaction product. The product is: [CH3:1][N:2]1[CH2:27][CH2:26][C:5]2[N:6](/[CH:14]=[C:15](/[C:18]3[CH:19]=[CH:20][C:21]([OH:24])=[CH:22][CH:23]=3)\[CH3:16])[C:7]3[CH:8]=[CH:9][C:10]([CH3:13])=[CH:11][C:12]=3[C:4]=2[CH2:3]1. (3) Given the reactants [Br:1][C:2]1[CH:3]=[C:4]2[C:9](=[CH:10][CH:11]=1)[N:8]=[CH:7][N:6]=[C:5]2[C:12]1[CH:13]=[C:14]([CH:18]=[CH:19][CH:20]=1)[C:15]([OH:17])=O.CN(C(ON1N=NC2C=CC=CC1=2)=[N+](C)C)C.F[P-](F)(F)(F)(F)F.CCN(C(C)C)C(C)C.[N:54]1([C:60](=[O:62])[CH3:61])[CH2:59][CH2:58][NH:57][CH2:56][CH2:55]1, predict the reaction product. The product is: [Br:1][C:2]1[CH:3]=[C:4]2[C:9](=[CH:10][CH:11]=1)[N:8]=[CH:7][N:6]=[C:5]2[C:12]1[CH:13]=[C:14]([CH:18]=[CH:19][CH:20]=1)[C:15]([N:57]1[CH2:58][CH2:59][N:54]([C:60](=[O:62])[CH3:61])[CH2:55][CH2:56]1)=[O:17]. (4) Given the reactants [Cl:1][C:2]1[CH:3]=[C:4]([CH:8]([C:10]2[CH:14]=[C:13]([CH:15]3[O:19][CH2:18][CH2:17][O:16]3)[S:12][C:11]=2[CH3:20])[OH:9])[CH:5]=[CH:6][CH:7]=1.[H-].[Na+].[CH3:23][CH:24]([Si:26](Cl)([CH:30]([CH3:32])[CH3:31])[CH:27]([CH3:29])[CH3:28])[CH3:25].[NH4+].[Cl-], predict the reaction product. The product is: [Cl:1][C:2]1[CH:3]=[C:4]([CH:8]([C:10]2[CH:14]=[C:13]([CH:15]3[O:19][CH2:18][CH2:17][O:16]3)[S:12][C:11]=2[CH3:20])[O:9][Si:26]([CH:30]([CH3:32])[CH3:31])([CH:27]([CH3:29])[CH3:28])[CH:24]([CH3:25])[CH3:23])[CH:5]=[CH:6][CH:7]=1.